Task: Predict which catalyst facilitates the given reaction.. Dataset: Catalyst prediction with 721,799 reactions and 888 catalyst types from USPTO (1) The catalyst class is: 2. Reactant: [NH2:1][C:2]1[CH:3]=[C:4]([CH:17]=[CH:18][C:19]=1[N:20]1[CH2:25][CH2:24][N:23]([C:26]2[CH:31]=[CH:30][CH:29]=[CH:28][C:27]=2[CH3:32])[CH2:22][CH2:21]1)[C:5]([NH:7][CH2:8][CH2:9][CH2:10][N:11]1[CH2:15][CH2:14][CH2:13][C:12]1=[O:16])=[O:6].C(N(CC)CC)C.[S:40]1[CH:44]=[CH:43][C:42]([C:45](O)=[O:46])=[CH:41]1. Product: [O:16]=[C:12]1[CH2:13][CH2:14][CH2:15][N:11]1[CH2:10][CH2:9][CH2:8][NH:7][C:5]([C:4]1[CH:17]=[CH:18][C:19]([N:20]2[CH2:25][CH2:24][N:23]([C:26]3[CH:31]=[CH:30][CH:29]=[CH:28][C:27]=3[CH3:32])[CH2:22][CH2:21]2)=[C:2]([NH:1][C:45]([C:42]2[CH:43]=[CH:44][S:40][CH:41]=2)=[O:46])[CH:3]=1)=[O:6]. (2) Reactant: C([N:3]([CH2:6][CH3:7])CC)C.[Br:8][C:9]1[CH:17]=[CH:16][C:12]([C:13](Cl)=[O:14])=[CH:11][CH:10]=1.O.ClCCl.[CH2:22]1[CH2:26][O:25][CH2:24][CH2:23]1. Product: [Br:8][C:9]1[CH:17]=[CH:16][C:12]([C:13]([NH:3][CH2:6][C@@H:7]([C:9]2[CH:17]=[CH:16][CH:12]=[CH:11][CH:10]=2)[C@H:24]([OH:25])[CH2:23][CH2:22][CH3:26])=[O:14])=[CH:11][CH:10]=1. The catalyst class is: 28. (3) Reactant: [F:1][C:2]1[C:3]([O:13]C)=[CH:4][C:5]([O:11]C)=[C:6]([CH:10]=1)[C:7]([OH:9])=O.C(Cl)(=O)C(Cl)=O.C[O:22][C:23]1[CH:28]=[CH:27][C:26]([F:29])=[C:25]([O:30]C)[CH:24]=1.[Al+3].[Cl-].[Cl-].[Cl-]. Product: [F:29][C:26]1[C:25]([OH:30])=[CH:24][C:23]([OH:22])=[C:28]([CH:27]=1)[C:7]([C:6]1[CH:10]=[C:2]([F:1])[C:3]([OH:13])=[CH:4][C:5]=1[OH:11])=[O:9]. The catalyst class is: 2. (4) Reactant: Br[CH2:2][C:3]1[C:8]([C:9]([O:11]C)=O)=[C:7]([NH:13][C:14]2[CH:19]=[CH:18][CH:17]=[C:16]([C:20]([F:23])([F:22])[F:21])[CH:15]=2)[N:6]=[C:5]([NH:24][C@@H:25]2[CH2:30][CH2:29][CH2:28][CH2:27][C@@H:26]2[NH:31]C(OC(C)(C)C)=O)[N:4]=1.[OH-].[NH4+:40].[C:41]([OH:47])([C:43]([F:46])([F:45])[F:44])=[O:42].C(Cl)Cl. Product: [C:41]([OH:47])([C:43]([F:46])([F:45])[F:44])=[O:42].[NH2:31][C@H:26]1[CH2:27][CH2:28][CH2:29][CH2:30][C@H:25]1[NH:24][C:5]1[N:6]=[C:7]([NH:13][C:14]2[CH:19]=[CH:18][CH:17]=[C:16]([C:20]([F:22])([F:21])[F:23])[CH:15]=2)[C:8]2[C:9](=[O:11])[NH:40][CH2:2][C:3]=2[N:4]=1. The catalyst class is: 1. (5) Product: [Br:1][C:2]1[CH:3]=[C:4]2[C:8](=[CH:9][CH:10]=1)[N:7]([CH2:12][CH2:13][Cl:14])[N:6]=[CH:5]2. The catalyst class is: 3. Reactant: [Br:1][C:2]1[CH:3]=[C:4]2[C:8](=[CH:9][CH:10]=1)[NH:7][N:6]=[CH:5]2.Br[CH2:12][CH2:13][Cl:14].C([O-])([O-])=O.[K+].[K+]. (6) Reactant: [NH2:1][N:2]1[CH:6]=[CH:5][N:4]=[C:3]1[C:7]([O:9][CH2:10][CH3:11])=[O:8].[C:12]([CH2:14][C:15](Cl)=[O:16])#[N:13].N1C=CC=CC=1. Product: [C:12]([CH2:14][C:15]([NH:1][N:2]1[CH:6]=[CH:5][N:4]=[C:3]1[C:7]([O:9][CH2:10][CH3:11])=[O:8])=[O:16])#[N:13]. The catalyst class is: 26. (7) Reactant: [CH3:1][C@H:2]([CH2:5][CH2:6][CH3:7])[CH2:3][OH:4].[CH3:8][S:9](Cl)(=[O:11])=[O:10].CCN(CC)CC.Cl. Product: [CH3:1][C@H:2]([CH2:5][CH2:6][CH3:7])[CH2:3][O:4][S:9]([CH3:8])(=[O:11])=[O:10]. The catalyst class is: 282. (8) Product: [C:1]([C:4]1[C:28](=[O:29])[C@@:8]2([CH3:30])[C:9]3[C:15]([OH:16])=[CH:14][C:13]([O:17][CH2:18][C:19]4[CH:24]=[CH:23][CH:22]=[CH:21][CH:20]=4)=[C:12]([C:25]([NH:27][CH2:32][C:33]4[CH:38]=[CH:37][CH:36]=[CH:35][CH:34]=4)=[O:26])[C:10]=3[O:11][C:7]2=[CH:6][C:5]=1[OH:31])(=[O:3])[CH3:2]. The catalyst class is: 11. Reactant: [C:1]([C:4]1[C:28](=[O:29])[C@@:8]2([CH3:30])[C:9]3[C:15]([OH:16])=[CH:14][C:13]([O:17][CH2:18][C:19]4[CH:24]=[CH:23][CH:22]=[CH:21][CH:20]=4)=[C:12]([C:25]([NH2:27])=[O:26])[C:10]=3[O:11][C:7]2=[CH:6][C:5]=1[OH:31])(=[O:3])[CH3:2].[CH:32](=O)[C:33]1[CH:38]=[CH:37][CH:36]=[CH:35][CH:34]=1.C([SiH](CC)CC)C.FC(F)(F)C(O)=O. (9) Reactant: C1(COC([NH:11][C:12](=[C:17]2[CH2:22][CH2:21][CH:20]([C:23]([F:26])([F:25])[F:24])[CH2:19][CH2:18]2)[C:13]([O:15][CH3:16])=[O:14])=O)C=CC=CC=1.[H][H]. Product: [NH2:11][CH:12]([CH:17]1[CH2:22][CH2:21][CH:20]([C:23]([F:24])([F:25])[F:26])[CH2:19][CH2:18]1)[C:13]([O:15][CH3:16])=[O:14]. The catalyst class is: 19.